From a dataset of Catalyst prediction with 721,799 reactions and 888 catalyst types from USPTO. Predict which catalyst facilitates the given reaction. (1) Reactant: C(Cl)(=O)C(Cl)=O.CS(C)=O.[F:11][C:12]1[CH:13]=[CH:14][C:15]([C:40]([F:43])([F:42])[F:41])=[C:16]([C:18]([N:20]2[CH2:25][CH2:24][N:23]([C:26]3[CH:31]=[CH:30][C:29]([C:32]4[NH:33][CH:34]([CH2:37][CH2:38][CH3:39])[CH2:35][N:36]=4)=[CH:28][N:27]=3)[CH2:22][CH2:21]2)=[O:19])[CH:17]=1.C(N(CC)CC)C. Product: [F:11][C:12]1[CH:13]=[CH:14][C:15]([C:40]([F:43])([F:41])[F:42])=[C:16]([C:18]([N:20]2[CH2:21][CH2:22][N:23]([C:26]3[CH:31]=[CH:30][C:29]([C:32]4[NH:33][C:34]([CH2:37][CH2:38][CH3:39])=[CH:35][N:36]=4)=[CH:28][N:27]=3)[CH2:24][CH2:25]2)=[O:19])[CH:17]=1. The catalyst class is: 2. (2) Reactant: [N:1]1([CH2:7][CH2:8][CH2:9][N:10]2C(=O)C3C(=CC=CC=3)C2=O)[CH2:6][CH2:5][CH2:4][CH2:3][CH2:2]1.O.NN. Product: [N:1]1([CH2:7][CH2:8][CH2:9][NH2:10])[CH2:6][CH2:5][CH2:4][CH2:3][CH2:2]1. The catalyst class is: 8. (3) Reactant: [CH2:1]1[C:6]2[O:7][C:8]3[CH:13]=[CH:12][CH:11]=[CH:10][C:9]=3[C:5]=2[CH2:4][CH2:3][NH:2]1.Cl[CH2:15][C:16]([N:18]1[CH2:23][CH2:22][N:21]([CH:24]2[CH2:27][CH2:26][CH2:25]2)[CH2:20][CH2:19]1)=[O:17].C([O-])([O-])=O.[K+].[K+].[Na+].[I-]. Product: [CH:24]1([N:21]2[CH2:22][CH2:23][N:18]([C:16](=[O:17])[CH2:15][N:2]3[CH2:3][CH2:4][C:5]4[C:9]5[CH:10]=[CH:11][CH:12]=[CH:13][C:8]=5[O:7][C:6]=4[CH2:1]3)[CH2:19][CH2:20]2)[CH2:27][CH2:26][CH2:25]1. The catalyst class is: 47. (4) Reactant: [F:1][C:2]1[C:3]([CH2:23][N:24](C)[C:25](=O)OC(C)(C)C)=[CH:4][N:5]([S:14]([C:17]2[CH:21]=[CH:20][O:19][C:18]=2[CH3:22])(=[O:16])=[O:15])[C:6]=1[C:7]1[C:8]([F:13])=[N:9][CH:10]=[CH:11][CH:12]=1.C(OCC)(=O)C.[ClH:39]. Product: [ClH:39].[F:1][C:2]1[C:3]([CH2:23][NH:24][CH3:25])=[CH:4][N:5]([S:14]([C:17]2[CH:21]=[CH:20][O:19][C:18]=2[CH3:22])(=[O:16])=[O:15])[C:6]=1[C:7]1[C:8]([F:13])=[N:9][CH:10]=[CH:11][CH:12]=1. The catalyst class is: 336. (5) Reactant: [N:1]1([S:6]([NH:9]C(=O)OCC2C=CC=CC=2)(=[O:8])=[O:7])[CH2:5][CH2:4][CH2:3][CH2:2]1. Product: [N:1]1([S:6]([NH2:9])(=[O:8])=[O:7])[CH2:5][CH2:4][CH2:3][CH2:2]1. The catalyst class is: 178. (6) Reactant: Cl.[F:2][C:3]1[CH:8]=[CH:7][C:6]([F:9])=[CH:5][C:4]=1[C@@H:10]1[CH2:14][NH:13][CH2:12][C@H:11]1[CH2:15][OH:16].CCN(C(C)C)C(C)C.[CH3:26][C:27](OC(C)=O)=[O:28]. Product: [F:2][C:3]1[CH:8]=[CH:7][C:6]([F:9])=[CH:5][C:4]=1[C@H:10]1[C@H:11]([CH2:15][OH:16])[CH2:12][N:13]([C:27](=[O:28])[CH3:26])[CH2:14]1. The catalyst class is: 2. (7) Reactant: C(=O)([O-])[O-].[K+].[K+].[CH2:7](Br)[CH:8]=[CH2:9].[F:11][C:12]1[CH:13]=[C:14]([C:33]2[CH:38]=[CH:37][C:36]([CH2:39][C:40]([O:42][CH2:43][CH:44]=[CH2:45])=[O:41])=[CH:35][CH:34]=2)[CH:15]=[CH:16][C:17]=1[O:18][CH2:19][C:20]1[CH:25]=[CH:24][C:23]([C:26]([F:29])([F:28])[F:27])=[C:22]([OH:30])[C:21]=1[CH:31]=[O:32].O. Product: [CH2:7]([O:30][C:22]1[C:21]([CH:31]=[O:32])=[C:20]([CH:25]=[CH:24][C:23]=1[C:26]([F:29])([F:27])[F:28])[CH2:19][O:18][C:17]1[CH:16]=[CH:15][C:14]([C:33]2[CH:34]=[CH:35][C:36]([CH2:39][C:40]([O:42][CH2:43][CH:44]=[CH2:45])=[O:41])=[CH:37][CH:38]=2)=[CH:13][C:12]=1[F:11])[CH:8]=[CH2:9]. The catalyst class is: 9.